From a dataset of Full USPTO retrosynthesis dataset with 1.9M reactions from patents (1976-2016). Predict the reactants needed to synthesize the given product. (1) Given the product [CH:11]12[O:7][CH:6]1[CH2:5][CH2:4][CH2:3][CH2:16][CH2:9][CH2:10]2, predict the reactants needed to synthesize it. The reactants are: ON1[C:6](=[O:7])[CH2:5][CH2:4][C:3]1=O.[CH:9]1[CH2:16]CCCC[CH2:11][CH:10]=1.C(=O)=O.O=O. (2) Given the product [F:13][C:10]1[CH:11]=[CH:12][C:7]([N:6]2[C:4](=[O:5])[C:3]3[C:2](=[CH:21][CH:20]=[CH:19][CH:18]=3)[NH:1][CH:30]2[C:27]2[CH:28]=[N:29][C:24]([O:23][CH3:22])=[CH:25][CH:26]=2)=[CH:8][C:9]=1[C:14]([F:17])([F:15])[F:16], predict the reactants needed to synthesize it. The reactants are: [NH2:1][C:2]1[CH:21]=[CH:20][CH:19]=[CH:18][C:3]=1[C:4]([NH:6][C:7]1[CH:12]=[CH:11][C:10]([F:13])=[C:9]([C:14]([F:17])([F:16])[F:15])[CH:8]=1)=[O:5].[CH3:22][O:23][C:24]1[N:29]=[CH:28][C:27]([CH:30]=O)=[CH:26][CH:25]=1.C12(CS(O)(=O)=O)C(C)(C)C(CC1)CC2=O. (3) The reactants are: [CH3:1][O:2][C:3](=[O:26])[NH:4][C@@H:5]1[C@@H:9]([N:10]2[CH2:15][C:14]([F:17])([F:16])[CH2:13][CH2:12][C:11]2=[O:18])[CH2:8][N:7](CC2C=CC=CC=2)[CH2:6]1. Given the product [CH3:1][O:2][C:3](=[O:26])[NH:4][C@@H:5]1[C@@H:9]([N:10]2[CH2:15][C:14]([F:17])([F:16])[CH2:13][CH2:12][C:11]2=[O:18])[CH2:8][NH:7][CH2:6]1, predict the reactants needed to synthesize it. (4) Given the product [F:1][C:2]1[CH:7]=[CH:6][C:5]([OH:8])=[CH:4][C:3]=1[B:9]1[O:10][C:16]([CH3:18])([CH3:17])[C:13]([CH3:15])([CH3:14])[O:11]1, predict the reactants needed to synthesize it. The reactants are: [F:1][C:2]1[CH:7]=[CH:6][C:5]([OH:8])=[CH:4][C:3]=1[B:9]([OH:11])[OH:10].O[C:13]([C:16](O)([CH3:18])[CH3:17])([CH3:15])[CH3:14]. (5) Given the product [CH3:50][N:33]([CH3:32])[C:34]1([C:44]2[CH:45]=[CH:46][CH:47]=[CH:48][CH:49]=2)[CH2:39][CH2:38][C:37](=[CH:40][C:41]([NH:23][CH2:22][CH2:21][CH2:20][C:13]2[C:14]3[C:19](=[CH:18][CH:17]=[CH:16][CH:15]=3)[NH:11][CH:12]=2)=[O:42])[CH2:36][CH2:35]1, predict the reactants needed to synthesize it. The reactants are: ON1C2C=CC=CC=2N=N1.[NH:11]1[C:19]2[C:14](=[CH:15][CH:16]=[CH:17][CH:18]=2)[C:13]([CH2:20][CH2:21][CH2:22][NH2:23])=[CH:12]1.CN1CCOCC1.Cl.[CH3:32][N:33]([CH3:50])[C:34]1([C:44]2[CH:49]=[CH:48][CH:47]=[CH:46][CH:45]=2)[CH2:39][CH2:38][C:37](=[CH:40][C:41](O)=[O:42])[CH2:36][CH2:35]1.C1(N=C=NC2CCCCC2)CCCCC1.[OH-].[Na+].